The task is: Predict the product of the given reaction.. This data is from Forward reaction prediction with 1.9M reactions from USPTO patents (1976-2016). (1) Given the reactants [OH:1][CH2:2][CH2:3][C:4]1[CH:9]=[CH:8][C:7]([CH2:10][CH2:11][OH:12])=[CH:6][CH:5]=1.C1N2CCN(CC2)C1.[C:21]1([CH3:31])[CH:26]=[CH:25][C:24]([S:27](Cl)(=[O:29])=[O:28])=[CH:23][CH:22]=1, predict the reaction product. The product is: [OH:1][CH2:2][CH2:3][C:4]1[CH:9]=[CH:8][C:7]([CH2:10][CH2:11][O:12][S:27]([C:24]2[CH:25]=[CH:26][C:21]([CH3:31])=[CH:22][CH:23]=2)(=[O:29])=[O:28])=[CH:6][CH:5]=1. (2) Given the reactants [NH2:1][C:2]1[CH:3]=[C:4]([C:8]2[CH:13]=[CH:12][C:11]([CH2:14][C@H:15]([NH:20][S:21]([C:24]3[C:29]([CH3:30])=[CH:28][C:27]([CH3:31])=[CH:26][C:25]=3[CH3:32])(=[O:23])=[O:22])[C:16]([O:18][CH3:19])=[O:17])=[CH:10][CH:9]=2)[CH:5]=[CH:6][CH:7]=1.[CH2:33]([O:35][C:36]1[C:37](=O)[C:38](=[O:43])[C:39]=1[O:40]CC)[CH3:34], predict the reaction product. The product is: [CH2:33]([O:35][C:36]1[C:39](=[O:40])[C:38](=[O:43])[C:37]=1[NH:1][C:2]1[CH:3]=[C:4]([C:8]2[CH:13]=[CH:12][C:11]([CH2:14][C@H:15]([NH:20][S:21]([C:24]3[C:29]([CH3:30])=[CH:28][C:27]([CH3:31])=[CH:26][C:25]=3[CH3:32])(=[O:23])=[O:22])[C:16]([O:18][CH3:19])=[O:17])=[CH:10][CH:9]=2)[CH:5]=[CH:6][CH:7]=1)[CH3:34].